From a dataset of Full USPTO retrosynthesis dataset with 1.9M reactions from patents (1976-2016). Predict the reactants needed to synthesize the given product. (1) Given the product [F:15][C:14]1([F:16])[C:13]([CH3:18])([CH3:17])[O:12][CH2:11][C:10](=[O:19])[NH:9][C@@:8]1([C:6]1[CH:7]=[C:2]([C:26]2[CH:27]=[N:22][CH:23]=[N:24][CH:25]=2)[CH:3]=[CH:4][C:5]=1[F:21])[CH3:20], predict the reactants needed to synthesize it. The reactants are: Br[C:2]1[CH:3]=[CH:4][C:5]([F:21])=[C:6]([C@:8]2([CH3:20])[C:14]([F:16])([F:15])[C:13]([CH3:18])([CH3:17])[O:12][CH2:11][C:10](=[O:19])[NH:9]2)[CH:7]=1.[N:22]1[CH:27]=[C:26](B(O)O)[CH:25]=[N:24][CH:23]=1.CCCCCCC.C(OCC)(=O)C. (2) Given the product [OH:8][C:6]1[CH:5]=[CH:4][C:3]2[N:9]3[CH2:13][CH2:12][CH:11]([CH2:14][C:15]([O:17][CH2:18][CH3:19])=[O:16])[C:10]3=[N:1][C:2]=2[CH:7]=1, predict the reactants needed to synthesize it. The reactants are: [NH2:1][C:2]1[CH:7]=[C:6]([OH:8])[CH:5]=[CH:4][C:3]=1[N:9]1[CH2:13][CH2:12][CH:11]([CH2:14][C:15]([O:17][CH2:18][CH3:19])=[O:16])[C:10]1=O.